Dataset: Full USPTO retrosynthesis dataset with 1.9M reactions from patents (1976-2016). Task: Predict the reactants needed to synthesize the given product. (1) Given the product [Br:1][C:2]1[C:3]([NH:10][C:11]2[CH:16]=[CH:15][CH:14]=[CH:13][C:12]=2[S:17]([NH:20][CH2:21][CH2:22][CH3:23])(=[O:19])=[O:18])=[N:4][C:5]([Cl:8])=[N:6][CH:7]=1, predict the reactants needed to synthesize it. The reactants are: [Br:1][C:2]1[C:3](Cl)=[N:4][C:5]([Cl:8])=[N:6][CH:7]=1.[NH2:10][C:11]1[CH:16]=[CH:15][CH:14]=[CH:13][C:12]=1[S:17]([NH:20][CH2:21][CH2:22][CH3:23])(=[O:19])=[O:18].[H-].[Na+].O. (2) Given the product [CH2:13]([C:16]1[CH:27]=[CH:26][C:19]([O:20][CH:21]([CH3:25])[C:22]([Cl:11])=[O:23])=[CH:18][CH:17]=1)[CH2:14][CH3:15], predict the reactants needed to synthesize it. The reactants are: C1(C)C=CC(OCC([Cl:11])=O)=CC=1.[CH2:13]([C:16]1[CH:27]=[CH:26][C:19]([O:20][CH:21]([CH3:25])[C:22](O)=[O:23])=[CH:18][CH:17]=1)[CH2:14][CH3:15].O=S(Cl)Cl. (3) Given the product [Cl:1][C:2]1[CH:10]=[CH:9][C:8]2[N:7](/[CH:33]=[C:34](/[C:39]3[CH:44]=[CH:43][N:42]=[CH:41][CH:40]=3)\[C:35]([CH3:38])([CH3:36])[CH3:37])[C:6]3[CH2:11][CH2:12][N:13]([CH3:15])[CH2:14][C:5]=3[C:4]=2[CH:3]=1, predict the reactants needed to synthesize it. The reactants are: [Cl:1][C:2]1[CH:10]=[CH:9][C:8]2[NH:7][C:6]3[CH2:11][CH2:12][N:13]([CH3:15])[CH2:14][C:5]=3[C:4]=2[CH:3]=1.P([O-])([O-])([O-])=O.[K+].[K+].[K+].N1CCC[C@H]1C(O)=O.Br[CH:33]=[C:34]([C:39]1[CH:44]=[CH:43][N:42]=[CH:41][CH:40]=1)[C:35]([CH3:38])([CH3:37])[CH3:36]. (4) Given the product [CH3:3][C:4]1[CH:5]=[C:6]([C:21]2[CH:22]=[CH:23][C:24]([NH:27][S:28]([CH2:31][C:32]([OH:34])=[O:33])(=[O:29])=[O:30])=[N:25][CH:26]=2)[CH:7]=[C:8]([NH:10][C:11]2[N:16]=[C:15]([C:17]([F:20])([F:18])[F:19])[CH:14]=[CH:13][N:12]=2)[CH:9]=1, predict the reactants needed to synthesize it. The reactants are: [OH-].[Na+].[CH3:3][C:4]1[CH:5]=[C:6]([C:21]2[CH:22]=[CH:23][C:24]([NH:27][S:28]([CH2:31][C:32]([O:34]C)=[O:33])(=[O:30])=[O:29])=[N:25][CH:26]=2)[CH:7]=[C:8]([NH:10][C:11]2[N:16]=[C:15]([C:17]([F:20])([F:19])[F:18])[CH:14]=[CH:13][N:12]=2)[CH:9]=1. (5) The reactants are: OC1C=C(C=C(OCC2C=CC=CC=2)C=1)C(NC1C=CN(C)N=1)=O.[CH3:25][C:26]1[CH:31]=[CH:30][C:29]([S:32]([O:35][C@@H:36]2[CH2:40][CH2:39][O:38][CH2:37]2)(=[O:34])=[O:33])=[CH:28][CH:27]=1. Given the product [CH3:25][C:26]1[CH:31]=[CH:30][C:29]([S:32]([O:35][C@H:36]2[CH2:40][CH2:39][O:38][CH2:37]2)(=[O:34])=[O:33])=[CH:28][CH:27]=1, predict the reactants needed to synthesize it.